The task is: Predict the reaction yield, written as a fraction of the theoretical maximum amount of product (1.0 means a 100% yield; for example, 0.34 means a 34% yield).. This data is from Reaction yield outcomes from USPTO patents with 853,638 reactions. (1) The catalyst is ClCCCl.C(O)(C)(C)C. The yield is 0.930. The reactants are [Cl:1][C:2]1[C:11]2[C:6](=[CH:7][C:8]([O:14][CH3:15])=[C:9]([O:12][CH3:13])[CH:10]=2)[N:5]=[CH:4][N:3]=1.C([O:20][C:21](=[O:37])[C:22]1[CH:27]=[CH:26][CH:25]=[C:24]([O:28][C:29]2[CH:34]=[CH:33][C:32]([NH2:35])=[CH:31][C:30]=2[CH3:36])[CH:23]=1)(C)(C)C. The product is [ClH:1].[CH3:13][O:12][C:9]1[CH:10]=[C:11]2[C:6](=[CH:7][C:8]=1[O:14][CH3:15])[N:5]=[CH:4][N:3]=[C:2]2[NH:35][C:32]1[CH:33]=[CH:34][C:29]([O:28][C:24]2[CH:23]=[C:22]([CH:27]=[CH:26][CH:25]=2)[C:21]([OH:37])=[O:20])=[C:30]([CH3:36])[CH:31]=1. (2) The reactants are [S:1]([N:11]1[C:19]2[C:14](=[CH:15][CH:16]=[CH:17][CH:18]=2)[C:13]([CH:20]=O)=[CH:12]1)([C:4]1[CH:10]=[CH:9][C:7]([CH3:8])=[CH:6][CH:5]=1)(=[O:3])=[O:2].[CH2:22]([C:25]1([NH2:38])[CH2:30][CH2:29][N:28]([C:31]([O:33][C:34]([CH3:37])([CH3:36])[CH3:35])=[O:32])[CH2:27][CH2:26]1)[CH:23]=[CH2:24].C(O)(=O)C.[BH-](OC(C)=O)(OC(C)=O)OC(C)=O.[Na+].C([O-])(O)=O.[Na+]. The catalyst is ClCCCl. The product is [CH2:22]([C:25]1([NH:38][CH2:20][C:13]2[C:14]3[C:19](=[CH:18][CH:17]=[CH:16][CH:15]=3)[N:11]([S:1]([C:4]3[CH:5]=[CH:6][C:7]([CH3:8])=[CH:9][CH:10]=3)(=[O:3])=[O:2])[CH:12]=2)[CH2:30][CH2:29][N:28]([C:31]([O:33][C:34]([CH3:37])([CH3:36])[CH3:35])=[O:32])[CH2:27][CH2:26]1)[CH:23]=[CH2:24]. The yield is 0.600. (3) The product is [CH2:7]([N:14]1[CH2:19][CH2:18][C:17]([CH2:20][CH2:21][OH:22])([CH2:26][CH2:27][OH:28])[CH2:16][CH2:15]1)[C:8]1[CH:9]=[CH:10][CH:11]=[CH:12][CH:13]=1. The catalyst is C1COCC1. The reactants are [H-].[H-].[H-].[H-].[Li+].[Al+3].[CH2:7]([N:14]1[CH2:19][CH2:18][C:17]([CH2:26][C:27](OCC)=[O:28])([CH2:20][C:21](OCC)=[O:22])[CH2:16][CH2:15]1)[C:8]1[CH:13]=[CH:12][CH:11]=[CH:10][CH:9]=1. The yield is 0.800.